The task is: Binary Classification. Given a miRNA mature sequence and a target amino acid sequence, predict their likelihood of interaction.. This data is from Experimentally validated miRNA-target interactions with 360,000+ pairs, plus equal number of negative samples. (1) The miRNA is hsa-miR-624-5p with sequence UAGUACCAGUACCUUGUGUUCA. The protein sequence of the target gene is MTLIEGVGDEVTVLFSVLACLLVLALAWVSTHTAEGGDPLPQPSGTPTPSQPSAAMAATDSMRGEAPGAETPSLRHRGQAAQPEPSTGFTATPPAPDSPQEPLVLRLKFLNDSEQVARAWPHDTIGSLKRTQFPGREQQVRLIYQGQLLGDDTQTLGSLHLPPNCVLHCHVSTRVGPPNPPCPPGSEPGPSGLEIGSLLLPLLLLLLLLLWYCQIQYRPFFPLTATLGLAGFTLLLSLLAFAMYRP. Result: 0 (no interaction). (2) The miRNA is hsa-miR-4641 with sequence UGCCCAUGCCAUACUUUUGCCUCA. The protein sequence of the target gene is MIQTVPDPAAHIKEALSVVSEDQSLFECAYGTPHLAKTEMTASSSSDYGQTSKMSPRVPQQDWLSQAPARVTIKMECNPSQVNGSRNSPDECSVNKGGKMVGSPDTVGMSYGSYMEEKHVPPPNMTTNERRVIVPADPTLWSTDHVRQWLEWAVKEYGLLDVDVLLFQNIDGKELCKMTKDDFQRLTPSYNADILLSHLHYLRETPLPHLTSDDVDKALQNSPRLMHARNTGGAAFIFPNTSVYPEATQRITTRPDLPYEPPRRSAWTGHSHLTPQSKAAQPSPSAVPKTEDQRPQLDPY.... Result: 0 (no interaction). (3) The miRNA is cel-miR-1829b-5p with sequence AAGCGAUCUUCUAGAUGGUUGUA. The protein sequence of the target gene is MDSQRELAEELRLYQSTLLQDGLKDLLEEKKFIDCTLKAGDKSFPCHRLILSACSPYFREYFLSEIEEEKKKEVALDNVDPAILDLIIKYLYSASIDLNDGNVQDIFALSSRFQIPSVFTVCVSYLQKRLAPGNCLAILRLGLLLDCPRLAISAREFVSDRFVQICKEEDFMQLSPQELISVISNDSLNVEKEEVVFEAVMKWVRTDKENRAKNLSEVFDCIRFRLMAEKYFKDHVEKDDIIKSNPEVQKKIKVLKDAFAGKLPEPSKNAEKAGAGEVNGDVGDEDLLPGYLNDIPRHGM.... Result: 0 (no interaction). (4) The miRNA is mmu-miR-181a-5p with sequence AACAUUCAACGCUGUCGGUGAGU. The protein sequence of the target gene is MDELALSFSLTCLLPENRASLSPSQPLSFQCLKAPATLTWEDEKQQRWGQPHGPVSSPLLGDHRCLVPFRDLNPSSEVNTANLLESPSSLLLTSCYICSYFSFYILGEKRCHSLKRLRYSVCCKVCPNFCACGKENVSGTGQVCTGVHVGAKEQEEPGGTQALRSCGIYCLEERTDKASHEECRERSTLGRPQCTGLTPSLAGESPCPRLLPGSPTVRHLIASSCPGLSDPLPLPPGTLPLGS. Result: 0 (no interaction).